From a dataset of Full USPTO retrosynthesis dataset with 1.9M reactions from patents (1976-2016). Predict the reactants needed to synthesize the given product. (1) Given the product [Cl:1][C:2]1[C:7](=[O:8])[N:6]([CH3:9])[CH:5]=[C:4]([N:10]2[CH:11]([C:31]3[CH:36]=[CH:35][C:34]([Cl:37])=[CH:33][CH:32]=3)[C:12]3[C:13]([CH3:30])=[N:14][N:15]([C:20]4[C:21]([O:28][CH3:29])=[N:22][C:23]([O:26][CH3:27])=[N:24][CH:25]=4)[C:16]=3[C:17]2=[O:18])[CH:3]=1, predict the reactants needed to synthesize it. The reactants are: [Cl:1][C:2]1[C:7](=[O:8])[N:6]([CH3:9])[CH:5]=[C:4]([NH:10][CH:11]([C:31]2[CH:36]=[CH:35][C:34]([Cl:37])=[CH:33][CH:32]=2)[C:12]2[C:13]([CH3:30])=[N:14][N:15]([C:20]3[C:21]([O:28][CH3:29])=[N:22][C:23]([O:26][CH3:27])=[N:24][CH:25]=3)[C:16]=2[C:17](O)=[O:18])[CH:3]=1. (2) Given the product [Cl:1][C:2]1[CH:3]=[CH:4][C:5]([C:8]2[N:9]([CH2:23][C@H:24]([OH:29])[C:25]([F:26])([F:28])[F:27])[C:10](=[O:22])[N:11]([CH2:13][C:14]3[N:18]=[C:17]([CH:19]([OH:21])[CH3:20])[N:16]([C:33]4[CH:32]=[C:31]([F:30])[CH:36]=[CH:35][C:34]=4[O:40][CH3:41])[N:15]=3)[N:12]=2)=[CH:6][CH:7]=1, predict the reactants needed to synthesize it. The reactants are: [Cl:1][C:2]1[CH:7]=[CH:6][C:5]([C:8]2[N:9]([CH2:23][C@H:24]([OH:29])[C:25]([F:28])([F:27])[F:26])[C:10](=[O:22])[N:11]([CH2:13][C:14]3[N:18]=[C:17]([CH:19]([OH:21])[CH3:20])[NH:16][N:15]=3)[N:12]=2)=[CH:4][CH:3]=1.[F:30][C:31]1[CH:32]=[CH:33][C:34]([O:40][CH3:41])=[C:35](B(O)O)[CH:36]=1. (3) Given the product [NH2:8][C:6]1[CH:5]=[CH:4][C:3]([CH:11]2[CH2:16][CH2:15][N:14]([C:17]([O:19][C:20]([CH3:22])([CH3:21])[CH3:23])=[O:18])[CH2:13][CH2:12]2)=[C:2]([CH3:1])[CH:7]=1, predict the reactants needed to synthesize it. The reactants are: [CH3:1][C:2]1[CH:7]=[C:6]([N+:8]([O-])=O)[CH:5]=[CH:4][C:3]=1[C:11]1[CH2:16][CH2:15][N:14]([C:17]([O:19][C:20]([CH3:23])([CH3:22])[CH3:21])=[O:18])[CH2:13][CH:12]=1. (4) Given the product [CH:36]1([C:33]([OH:35])([CH3:34])[CH2:32][NH:31][C:9](=[O:11])[C:4]2[CH:3]=[C:2]([C:23]3[CH:24]=[CH:25][C:20]([O:19][C:18]([F:30])([F:29])[F:17])=[CH:21][CH:22]=3)[C:7]([O:12][CH2:13][CH:14]3[CH2:16][CH2:15]3)=[N:6][CH:5]=2)[CH2:38][CH2:37]1, predict the reactants needed to synthesize it. The reactants are: Br[C:2]1[CH:3]=[C:4]([C:9]([OH:11])=O)[CH:5]=[N:6][C:7]=1Cl.[OH:12][CH2:13][CH:14]1[CH2:16][CH2:15]1.[F:17][C:18]([F:30])([F:29])[O:19][C:20]1[CH:25]=[CH:24][C:23](B(O)O)=[CH:22][CH:21]=1.[NH2:31][CH2:32][C:33]([CH:36]1[CH2:38][CH2:37]1)([OH:35])[CH3:34]. (5) Given the product [CH2:20]([N:19]([C@H:23]([C:25]1[CH:30]=[CH:29][CH:28]=[C:27]([F:31])[CH:26]=1)[CH3:24])[C:11]1[N:10]([CH2:32][C:33]2[CH:34]=[CH:35][C:36]([C:39]([F:42])([F:40])[F:41])=[CH:37][CH:38]=2)[C:9]2[C:13](=[N:14][C:15]([C:17]#[N:18])=[N:16][C:8]=2[NH:7][C@@H:5]([CH:1]2[CH2:4][CH2:3][CH2:2]2)[CH3:6])[N:12]=1)[CH:21]=[CH2:22], predict the reactants needed to synthesize it. The reactants are: [CH:1]1([C@H:5]([NH:7][C:8]2[N:16]=[C:15]([C:17]#[N:18])[N:14]=[C:13]3[C:9]=2[N:10]([CH2:32][C:33]2[CH:38]=[CH:37][C:36]([C:39]([F:42])([F:41])[F:40])=[CH:35][CH:34]=2)[C:11]([N:19]([C@H:23]([C:25]2[CH:30]=[CH:29][CH:28]=[C:27]([F:31])[CH:26]=2)[CH3:24])[CH2:20][CH2:21][CH3:22])=[N:12]3)[CH3:6])[CH2:4][CH2:3][CH2:2]1.C1([C@H](NC2N=C(C(O)=O)N=C3C=2N(CC2C=CC(C(F)(F)F)=CC=2)C(N([C@H](C2C=CC=C(F)C=2)C)CCC)=N3)C)CCC1.